From a dataset of Reaction yield outcomes from USPTO patents with 853,638 reactions. Predict the reaction yield, written as a fraction of the theoretical maximum amount of product (1.0 means a 100% yield; for example, 0.34 means a 34% yield). (1) The reactants are [Br:1][C:2]1[CH:6]=[N:5][N:4]([CH3:7])[C:3]=1[C:8]1[CH:9]=[C:10]([NH2:16])[CH:11]=[CH:12][C:13]=1[O:14][CH3:15].[F:17][C:18]([F:33])([F:32])[C:19]1[CH:20]=[C:21]([N:29]=[C:30]=[O:31])[CH:22]=[C:23]([C:25]([F:28])([F:27])[F:26])[CH:24]=1. The catalyst is C(Cl)Cl. The product is [F:17][C:18]([F:32])([F:33])[C:19]1[CH:20]=[C:21]([NH:29][C:30]([NH:16][C:10]2[CH:11]=[CH:12][C:13]([O:14][CH3:15])=[C:8]([C:3]3[N:4]([CH3:7])[N:5]=[CH:6][C:2]=3[Br:1])[CH:9]=2)=[O:31])[CH:22]=[C:23]([C:25]([F:28])([F:26])[F:27])[CH:24]=1. The yield is 0.430. (2) The catalyst is C(#N)C. The reactants are [Cl:1][C:2]1[CH:7]=[C:6]([N+:8]([O-:10])=[O:9])[C:5]([O:11][CH3:12])=[CH:4][C:3]=1[N:13]1[CH2:18][CH2:17][CH:16]([N:19]2[CH2:24][CH2:23][NH:22][CH2:21][CH2:20]2)[CH2:15][CH2:14]1.[F:25][CH:26](I)[CH3:27].C([O-])([O-])=O.[Na+].[Na+]. The product is [Cl:1][C:2]1[CH:7]=[C:6]([N+:8]([O-:10])=[O:9])[C:5]([O:11][CH3:12])=[CH:4][C:3]=1[N:13]1[CH2:18][CH2:17][CH:16]([N:19]2[CH2:20][CH2:21][N:22]([CH2:27][CH2:26][F:25])[CH2:23][CH2:24]2)[CH2:15][CH2:14]1. The yield is 0.650. (3) The reactants are [C:1]([C:4]1[C:22](=[O:23])[C@@:8]2([CH3:24])[C:9]3[C:15]([OH:16])=[CH:14][C:13]([O:17][CH3:18])=[C:12]([C:19]([NH2:21])=[O:20])[C:10]=3[O:11][C:7]2=[CH:6][C:5]=1[OH:25])(=[O:3])[CH3:2].[Cl:26][C:27]1[CH:46]=[CH:45][CH:44]=[CH:43][C:28]=1[CH2:29][O:30][C:31]1[C:40]2[C:35](=[CH:36][CH:37]=[CH:38][CH:39]=2)[C:34]([CH:41]=O)=[CH:33][CH:32]=1.C([SiH](CC)CC)C.FC(F)(F)C(O)=O. The catalyst is C(#N)C. The product is [C:1]([C:4]1[C:22](=[O:23])[C@@:8]2([CH3:24])[C:9]3[C:15]([OH:16])=[CH:14][C:13]([O:17][CH3:18])=[C:12]([C:19]([NH:21][CH2:41][C:34]4[C:35]5[C:40](=[CH:39][CH:38]=[CH:37][CH:36]=5)[C:31]([O:30][CH2:29][C:28]5[CH:43]=[CH:44][CH:45]=[CH:46][C:27]=5[Cl:26])=[CH:32][CH:33]=4)=[O:20])[C:10]=3[O:11][C:7]2=[CH:6][C:5]=1[OH:25])(=[O:3])[CH3:2]. The yield is 0.700. (4) The reactants are [CH3:1][C:2]1[C:10]([CH3:12])([CH3:11])[C:9]2[C:4](=[CH:5][CH:6]=[CH:7][CH:8]=2)[N:3]=1.[Cl-:13].[Br:14][CH2:15][CH2:16][CH2:17][N+:18]([CH2:23][CH3:24])([CH2:21][CH3:22])[CH2:19][CH3:20]. No catalyst specified. The product is [Cl-:13].[Br-:14].[CH3:1][C:2]1[C:10]([CH3:12])([CH3:11])[C:9]2[C:4](=[CH:5][CH:6]=[CH:7][CH:8]=2)[N+:3]=1[CH2:15][CH2:16][CH2:17][N+:18]([CH2:23][CH3:24])([CH2:21][CH3:22])[CH2:19][CH3:20]. The yield is 0.360.